Dataset: Catalyst prediction with 721,799 reactions and 888 catalyst types from USPTO. Task: Predict which catalyst facilitates the given reaction. (1) Reactant: [NH:1]1[C:5]([C:6]2[N:11]=[C:10]([C:12]3[CH:13]=[C:14]([C:18](=O)[CH3:19])[CH:15]=[CH:16][CH:17]=3)[CH:9]=[CH:8][CH:7]=2)=[N:4][N:3]=[N:2]1.[S:21]1[C:25]2[CH:26]=[CH:27][CH:28]=[CH:29][C:24]=2[N:23]=[C:22]1[NH:30][NH2:31]. The catalyst class is: 8. Product: [S:21]1[C:25]2[CH:26]=[CH:27][CH:28]=[CH:29][C:24]=2[N:23]=[C:22]1[NH:30][N:31]=[C:18]([C:14]1[CH:15]=[CH:16][CH:17]=[C:12]([C:10]2[CH:9]=[CH:8][CH:7]=[C:6]([C:5]3[NH:4][N:3]=[N:2][N:1]=3)[N:11]=2)[CH:13]=1)[CH3:19]. (2) Reactant: [N+:1]([C:4]1[CH:9]=[CH:8][C:7]([OH:10])=[CH:6][CH:5]=1)([O-:3])=[O:2].Cl.Cl[CH2:13][CH2:14][N:15]1[CH2:20][CH2:19][O:18][CH2:17][CH2:16]1.C(=O)([O-])[O-].[K+].[K+]. Product: [N+:1]([C:4]1[CH:9]=[CH:8][C:7]([O:10][CH2:13][CH2:14][N:15]2[CH2:20][CH2:19][O:18][CH2:17][CH2:16]2)=[CH:6][CH:5]=1)([O-:3])=[O:2]. The catalyst class is: 21. (3) Reactant: [Cl:1][C:2]1[CH:7]=[C:6]([C:8]([F:11])([F:10])[F:9])[CH:5]=[C:4]([I:12])[C:3]=1N.Cl.N([O-])=O.[Na+].[PH2](O)=O. Product: [Cl:1][C:2]1[CH:7]=[C:6]([C:8]([F:9])([F:10])[F:11])[CH:5]=[C:4]([I:12])[CH:3]=1. The catalyst class is: 6. (4) Reactant: N[C:2]1[CH:11]=[C:10]([C:12]([O:14][CH3:15])=[O:13])[CH:9]=[CH:8][C:3]=1[C:4]([O:6][CH3:7])=[O:5].Cl.N([O-])=O.[Na+].C([O-])([O-])=O.[K+].[K+].[C:27]([Cu])#[N:28].[C-]#N.[Na+]. Product: [CH3:7][O:6][C:4](=[O:5])[C:3]1[CH:8]=[CH:9][C:10]([C:12]([O:14][CH3:15])=[O:13])=[CH:11][C:2]=1[C:27]#[N:28]. The catalyst class is: 6. (5) Reactant: [CH3:1][O:2][C:3](=[O:15])[CH2:4][CH:5]1[C:9]2[CH:10]=[CH:11][C:12]([OH:14])=[CH:13][C:8]=2[O:7][CH2:6]1.Cl[CH2:17][C:18]1[N:19]=[C:20]([C:23]2[CH:28]=[CH:27][CH:26]=[CH:25][CH:24]=2)[S:21][CH:22]=1.C(=O)([O-])[O-].[K+].[K+].Cl. Product: [C:23]1([C:20]2[S:21][CH:22]=[C:18]([CH2:17][O:14][C:12]3[CH:11]=[CH:10][C:9]4[CH:5]([CH2:4][C:3]([O:2][CH3:1])=[O:15])[CH2:6][O:7][C:8]=4[CH:13]=3)[N:19]=2)[CH:24]=[CH:25][CH:26]=[CH:27][CH:28]=1. The catalyst class is: 35. (6) Reactant: N#N.Cl.[F:4][C@H:5]1[CH2:9][CH2:8][NH:7][CH2:6]1.Br[CH2:11][CH2:12][CH2:13][C:14]#[N:15].C([O-])([O-])=O.[K+].[K+]. Product: [F:4][C@H:5]1[CH2:9][CH2:8][N:7]([CH2:11][CH2:12][CH2:13][CH2:14][NH2:15])[CH2:6]1. The catalyst class is: 23. (7) Reactant: I[C:2]1[C:10]2[CH:9]=[N:8][CH:7]=[N:6][C:5]=2[N:4]([CH:11]([CH3:13])[CH3:12])[CH:3]=1.C([Mg]Cl)(C)C.[Br:19][C:20]1[CH:21]=[C:22]([CH:29]=[CH:30][N:31]=1)[C:23](N(OC)C)=[O:24]. Product: [Br:19][C:20]1[CH:21]=[C:22]([C:23]([C:2]2[C:10]3[CH:9]=[N:8][CH:7]=[N:6][C:5]=3[N:4]([CH:11]([CH3:13])[CH3:12])[CH:3]=2)=[O:24])[CH:29]=[CH:30][N:31]=1. The catalyst class is: 1. (8) Product: [NH2:19][C:18]1[C:9]([NH:8][C:6]([O:5][C:1]([CH3:4])([CH3:3])[CH3:2])=[O:7])=[C:10]([CH:15]=[CH:16][CH:17]=1)[C:11]([O:13][CH3:14])=[O:12]. Reactant: [C:1]([O:5][C:6]([NH:8][C:9]1[C:18]([N+:19]([O-])=O)=[CH:17][CH:16]=[CH:15][C:10]=1[C:11]([O:13][CH3:14])=[O:12])=[O:7])([CH3:4])([CH3:3])[CH3:2]. The catalyst class is: 19. (9) Reactant: I[CH2:2][C@@H:3]([CH3:18])[CH2:4][N:5]1[C:10]2[CH:11]=[C:12]([O:15][CH3:16])[CH:13]=[CH:14][C:9]=2[O:8][CH2:7][C:6]1=[O:17].[CH:19](=[C:23]1[CH2:28][CH2:27][NH:26][CH2:25][CH2:24]1)[CH2:20][CH2:21][CH3:22]. Product: [CH:19](=[C:23]1[CH2:28][CH2:27][N:26]([CH2:2][C@@H:3]([CH3:18])[CH2:4][N:5]2[C:10]3[CH:11]=[C:12]([O:15][CH3:16])[CH:13]=[CH:14][C:9]=3[O:8][CH2:7][C:6]2=[O:17])[CH2:25][CH2:24]1)[CH2:20][CH2:21][CH3:22]. The catalyst class is: 243. (10) Reactant: [Cl:1][C:2]1[CH:3]=[CH:4][C:5]([OH:12])=[C:6]([CH:11]=1)[C:7]([O:9][CH3:10])=[O:8].[C:13]([O-:16])([O-])=O.[K+].[K+].C(Br)[C:20]1[CH:25]=[CH:24][CH:23]=[CH:22][CH:21]=1. Product: [C:13]([O:12][C:5]1[CH:4]=[CH:3][C:2]([Cl:1])=[CH:11][C:6]=1[C:7]([O:9][CH3:10])=[O:8])(=[O:16])[C:20]1[CH:25]=[CH:24][CH:23]=[CH:22][CH:21]=1. The catalyst class is: 21.